The task is: Predict the product of the given reaction.. This data is from Forward reaction prediction with 1.9M reactions from USPTO patents (1976-2016). Given the reactants C([O:5][C:6]([CH:8]1[CH:12]([C:13]2[CH:18]=[CH:17][CH:16]=[C:15]([Cl:19])[C:14]=2[F:20])[C:11]([C:23]2[CH:28]=[CH:27][C:26]([Cl:29])=[CH:25][C:24]=2[F:30])([C:21]#[N:22])[CH:10]([CH2:31][C:32]([CH3:40])([C:34]2[CH:39]=[CH:38][CH:37]=[CH:36][CH:35]=2)[CH3:33])[NH:9]1)=[O:7])(C)(C)C.[F:41][C:42]([F:47])([F:46])[C:43]([OH:45])=[O:44], predict the reaction product. The product is: [F:41][C:42]([F:47])([F:46])[C:43]([OH:45])=[O:44].[Cl:19][C:15]1[C:14]([F:20])=[C:13]([CH:12]2[C:11]([C:23]3[CH:28]=[CH:27][C:26]([Cl:29])=[CH:25][C:24]=3[F:30])([C:21]#[N:22])[CH:10]([CH2:31][C:32]([CH3:40])([C:34]3[CH:39]=[CH:38][CH:37]=[CH:36][CH:35]=3)[CH3:33])[NH:9][CH:8]2[C:6]([OH:7])=[O:5])[CH:18]=[CH:17][CH:16]=1.